Dataset: Full USPTO retrosynthesis dataset with 1.9M reactions from patents (1976-2016). Task: Predict the reactants needed to synthesize the given product. Given the product [N+:11]([C:10]1[C:2]([F:1])=[C:3]([CH2:4][OH:5])[CH:7]=[CH:8][CH:9]=1)([O-:13])=[O:12], predict the reactants needed to synthesize it. The reactants are: [F:1][C:2]1[C:10]([N+:11]([O-:13])=[O:12])=[CH:9][CH:8]=[CH:7][C:3]=1[C:4](O)=[O:5].